Dataset: Forward reaction prediction with 1.9M reactions from USPTO patents (1976-2016). Task: Predict the product of the given reaction. (1) Given the reactants [F:1][C:2]1[CH:3]=[C:4]([C:8]2[CH:16]=[CH:15][CH:14]=[C:13]3[C:9]=2[CH2:10][C:11](=[O:17])[NH:12]3)[CH:5]=[CH:6][CH:7]=1.[CH2:18]([O:20][C:21]([C:23]1[C:27]([CH2:28][CH2:29][CH2:30][N:31]2[CH2:36][CH2:35][N:34]([CH3:37])[CH2:33][CH2:32]2)=[C:26]([CH:38]=O)[NH:25][C:24]=1[CH3:40])=[O:22])[CH3:19], predict the reaction product. The product is: [CH2:18]([O:20][C:21]([C:23]1[C:27]([CH2:28][CH2:29][CH2:30][N:31]2[CH2:36][CH2:35][N:34]([CH3:37])[CH2:33][CH2:32]2)=[C:26]([CH:38]=[C:10]2[C:9]3[C:13](=[CH:14][CH:15]=[CH:16][C:8]=3[C:4]3[CH:5]=[CH:6][CH:7]=[C:2]([F:1])[CH:3]=3)[NH:12][C:11]2=[O:17])[NH:25][C:24]=1[CH3:40])=[O:22])[CH3:19]. (2) Given the reactants [CH2:1]([O:5][C:6]1[CH:11]=[CH:10][CH:9]=[C:8]([Cl:12])[C:7]=1[C:13]#[N:14])[C@@H:2]1[O:4][CH2:3]1.[CH3:15][C:16]([NH2:27])([CH3:26])[C:17]#[C:18][CH2:19][C:20]1[CH:25]=[CH:24][CH:23]=[CH:22][CH:21]=1, predict the reaction product. The product is: [ClH:12].[OH:4][C@@H:2]([CH2:1][O:5][C:6]1[CH:11]=[CH:10][CH:9]=[C:8]([Cl:12])[C:7]=1[C:13]#[N:14])[CH2:3][NH:27][C:16]([CH3:26])([CH3:15])[C:17]#[C:18][CH2:19][C:20]1[CH:25]=[CH:24][CH:23]=[CH:22][CH:21]=1.